This data is from Full USPTO retrosynthesis dataset with 1.9M reactions from patents (1976-2016). The task is: Predict the reactants needed to synthesize the given product. (1) Given the product [C:1]([NH:8][CH2:9][C:10]([N:28]1[CH2:29][CH2:30][N:25]([C:31]2[CH:45]=[CH:44][CH:43]=[CH:42][C:32]=2[C:33]([NH:35][C:36]2[CH:37]=[N:38][CH:39]=[CH:40][CH:41]=2)=[O:34])[CH2:26][CH2:27]1)=[O:12])(=[O:3])[C:15]1[CH:13]=[CH:20][CH:52]=[CH:51][CH:53]=1, predict the reactants needed to synthesize it. The reactants are: [C:1]([NH:8][CH2:9][C:10]([OH:12])=O)([O:3]C(C)(C)C)=O.[C:13]([C:20]1NC=CN=1)([C:15]1NC=CN=1)=O.[N:25]1([C:31]2[CH:45]=[CH:44][CH:43]=[CH:42][C:32]=2[C:33]([NH:35][C:36]2[CH:37]=[N:38][CH:39]=[CH:40][CH:41]=2)=[O:34])[CH2:30][CH2:29][NH:28][CH2:27][CH2:26]1.C(N([CH2:51][CH3:52])CC)C.[CH3:53]N(C=O)C. (2) The reactants are: [F:1][C:2]([F:51])([F:50])[C:3]1[CH:4]=[C:5]([C@H:13]2[O:17][C:16](=[O:18])[N:15]([CH2:19][C:20]3[CH:25]=[C:24]([C:26]([F:29])([F:28])[F:27])[CH:23]=[CH:22][C:21]=3[C:30]3[CH:31]=[C:32]([C:38]4[CH:43]=[CH:42][C:41]([C:44]([O:46]C)=[O:45])=[CH:40][C:39]=4[CH3:48])[C:33]([F:37])=[CH:34][C:35]=3[F:36])[C@H:14]2[CH3:49])[CH:6]=[C:7]([C:9]([F:12])([F:11])[F:10])[CH:8]=1.O.[OH-].[Li+].O. Given the product [F:51][C:2]([F:1])([F:50])[C:3]1[CH:4]=[C:5]([C@H:13]2[O:17][C:16](=[O:18])[N:15]([CH2:19][C:20]3[CH:25]=[C:24]([C:26]([F:27])([F:28])[F:29])[CH:23]=[CH:22][C:21]=3[C:30]3[CH:31]=[C:32]([C:38]4[CH:43]=[CH:42][C:41]([C:44]([OH:46])=[O:45])=[CH:40][C:39]=4[CH3:48])[C:33]([F:37])=[CH:34][C:35]=3[F:36])[C@H:14]2[CH3:49])[CH:6]=[C:7]([C:9]([F:12])([F:11])[F:10])[CH:8]=1, predict the reactants needed to synthesize it.